Dataset: Full USPTO retrosynthesis dataset with 1.9M reactions from patents (1976-2016). Task: Predict the reactants needed to synthesize the given product. Given the product [O:12]=[C:10]1[CH2:9][N:8]([C:1]([O:3][C:4]([CH3:7])([CH3:6])[CH3:5])=[O:2])[CH2:11][C:17]([CH2:18][CH2:19][CH3:20])=[C:16]1[CH2:15][CH2:14][CH3:13], predict the reactants needed to synthesize it. The reactants are: [C:1]([N:8]1[CH2:11][C:10](=[O:12])[CH2:9]1)([O:3][C:4]([CH3:7])([CH3:6])[CH3:5])=[O:2].[CH3:13][CH2:14][CH2:15][C:16]#[C:17][CH2:18][CH2:19][CH3:20].